This data is from Peptide-MHC class I binding affinity with 185,985 pairs from IEDB/IMGT. The task is: Regression. Given a peptide amino acid sequence and an MHC pseudo amino acid sequence, predict their binding affinity value. This is MHC class I binding data. The peptide sequence is LRARGETYGR. The MHC is HLA-B27:05 with pseudo-sequence HLA-B27:05. The binding affinity (normalized) is 0.447.